This data is from Forward reaction prediction with 1.9M reactions from USPTO patents (1976-2016). The task is: Predict the product of the given reaction. (1) Given the reactants N1C=CN=C1.[C:6]([CH2:8][CH:9]([OH:16])[CH2:10][C:11]([O:13][CH2:14][CH3:15])=[O:12])#[N:7].[C:17]([Si:21](Cl)([C:28]1[CH:33]=[CH:32][CH:31]=[CH:30][CH:29]=1)[C:22]1[CH:27]=[CH:26][CH:25]=[CH:24][CH:23]=1)([CH3:20])([CH3:19])[CH3:18].O, predict the reaction product. The product is: [C:6]([CH2:8][CH:9]([O:16][Si:21]([C:17]([CH3:20])([CH3:19])[CH3:18])([C:28]1[CH:29]=[CH:30][CH:31]=[CH:32][CH:33]=1)[C:22]1[CH:27]=[CH:26][CH:25]=[CH:24][CH:23]=1)[CH2:10][C:11]([O:13][CH2:14][CH3:15])=[O:12])#[N:7]. (2) The product is: [C:36]([O:1][C:2]1[CH:3]=[CH:4][C:5]2[C:9]([O:10][C:11]3[CH:12]=[CH:13][C:14](/[CH:17]=[CH:18]/[C:19]([O:21][C:22]([CH3:25])([CH3:24])[CH3:23])=[O:20])=[CH:15][CH:16]=3)=[C:8]([C:26]3[CH:31]=[CH:30][CH:29]=[CH:28][C:27]=3[CH:32]([CH3:33])[CH3:34])[S:7][C:6]=2[CH:35]=1)(=[O:38])[CH3:37]. Given the reactants [OH:1][C:2]1[CH:3]=[CH:4][C:5]2[C:9]([O:10][C:11]3[CH:16]=[CH:15][C:14](/[CH:17]=[CH:18]/[C:19]([O:21][C:22]([CH3:25])([CH3:24])[CH3:23])=[O:20])=[CH:13][CH:12]=3)=[C:8]([C:26]3[CH:31]=[CH:30][CH:29]=[CH:28][C:27]=3[CH:32]([CH3:34])[CH3:33])[S:7][C:6]=2[CH:35]=1.[C:36](O)(=[O:38])[CH3:37].Cl.CN(C)CCCN=C=NCC, predict the reaction product. (3) Given the reactants [CH:1]([N:4]1[CH2:9][CH2:8][CH:7]([C:10]([NH:12][OH:13])=[NH:11])[CH2:6][CH2:5]1)([CH3:3])[CH3:2].[CH:14]1([C:20]([Cl:22])=O)[CH2:19][CH2:18][CH2:17][CH2:16][CH2:15]1, predict the reaction product. The product is: [ClH:22].[CH:1]([N:4]1[CH2:9][CH2:8][CH:7]([C:10]2[N:11]=[C:20]([CH:14]3[CH2:19][CH2:18][CH2:17][CH2:16][CH2:15]3)[O:13][N:12]=2)[CH2:6][CH2:5]1)([CH3:3])[CH3:2]. (4) Given the reactants [H-].[Na+].C(OP([CH2:11][C:12]1[S:13][C:14]2[C:20]([C:21]3[CH:22]=[C:23]([CH:29]=[CH:30][CH:31]=3)[C:24]([O:26][CH2:27][CH3:28])=[O:25])=[CH:19][CH:18]=[CH:17][C:15]=2[CH:16]=1)(OCC)=O)C.[F:32][C:33]([F:43])([F:42])[C:34]1[CH:35]=[C:36]([CH:39]=[CH:40][CH:41]=1)[CH:37]=O.[Cl-].[NH4+], predict the reaction product. The product is: [F:32][C:33]([F:42])([F:43])[C:34]1[CH:35]=[C:36](/[CH:37]=[CH:11]/[C:12]2[S:13][C:14]3[C:20]([C:21]4[CH:22]=[C:23]([CH:29]=[CH:30][CH:31]=4)[C:24]([O:26][CH2:27][CH3:28])=[O:25])=[CH:19][CH:18]=[CH:17][C:15]=3[CH:16]=2)[CH:39]=[CH:40][CH:41]=1. (5) Given the reactants [C:9](O[C:9]([O:11][C:12]([CH3:15])([CH3:14])[CH3:13])=[O:10])([O:11][C:12]([CH3:15])([CH3:14])[CH3:13])=[O:10].[O:16]=[C:17]1[C:25](=[O:26])[C:24]2[C:19](=[CH:20][CH:21]=[C:22]([CH:27]([CH2:33][CH2:34][CH3:35])[C:28]([O:30][CH2:31][CH3:32])=[O:29])[CH:23]=2)[NH:18]1, predict the reaction product. The product is: [CH2:31]([O:30][C:28]([CH:27]([C:22]1[CH:23]=[C:24]2[C:19](=[CH:20][CH:21]=1)[N:18]([C:9]([O:11][C:12]([CH3:13])([CH3:14])[CH3:15])=[O:10])[C:17](=[O:16])[C:25]2=[O:26])[CH2:33][CH2:34][CH3:35])=[O:29])[CH3:32].